From a dataset of Catalyst prediction with 721,799 reactions and 888 catalyst types from USPTO. Predict which catalyst facilitates the given reaction. (1) Reactant: [C:9](O[C:9]([O:11][C:12]([CH3:15])([CH3:14])[CH3:13])=[O:10])([O:11][C:12]([CH3:15])([CH3:14])[CH3:13])=[O:10].[OH:16][C@@H:17]1[CH2:21][NH:20][C@H:19]([C:22]([OH:24])=[O:23])[CH2:18]1.C(N(CC)CC)C. Product: [C:12]([O:11][C:9]([N:20]1[CH2:21][C@@H:17]([OH:16])[CH2:18][C@H:19]1[C:22]([OH:24])=[O:23])=[O:10])([CH3:13])([CH3:14])[CH3:15]. The catalyst class is: 5. (2) Reactant: [C:1]([C:5]1[N:6]([C:18]([OH:20])=[O:19])[C:7]2[C:12]([CH:13]=1)=[CH:11][C:10]([Br:14])=[C:9]([Cl:15])[C:8]=2[CH2:16]Br)([CH3:4])([CH3:3])[CH3:2].C[N+]1([O-])CC[O:25]CC1. Product: [C:1]([C:5]1[N:6]([C:18]([OH:20])=[O:19])[C:7]2[C:12]([CH:13]=1)=[CH:11][C:10]([Br:14])=[C:9]([Cl:15])[C:8]=2[CH:16]=[O:25])([CH3:4])([CH3:3])[CH3:2]. The catalyst class is: 10. (3) Reactant: C(OC(=O)[NH:10][C@@H:11]([CH2:52][CH2:53][CH2:54][NH:55][C:56]([O:58][C:59]([CH3:62])([CH3:61])[CH3:60])=[O:57])[C:12](=[O:51])[NH:13][CH2:14][CH2:15][CH2:16][C@H:17]([NH:43][C:44]([O:46][C:47]([CH3:50])([CH3:49])[CH3:48])=[O:45])[CH2:18][C:19](=[O:42])[NH:20][CH2:21][C@@H:22]([NH:34][C:35]([O:37][C:38]([CH3:41])([CH3:40])[CH3:39])=[O:36])[CH2:23][CH2:24][CH2:25][NH:26][C:27](=[O:33])[O:28][C:29]([CH3:32])([CH3:31])[CH3:30])C1C=CC=CC=1. Product: [NH2:10][C@H:11]([C:12](=[O:51])[NH:13][CH2:14][CH2:15][CH2:16][C@H:17]([NH:43][C:44]([O:46][C:47]([CH3:50])([CH3:49])[CH3:48])=[O:45])[CH2:18][C:19](=[O:42])[NH:20][CH2:21][C@@H:22]([NH:34][C:35]([O:37][C:38]([CH3:40])([CH3:39])[CH3:41])=[O:36])[CH2:23][CH2:24][CH2:25][NH:26][C:27](=[O:33])[O:28][C:29]([CH3:30])([CH3:31])[CH3:32])[CH2:52][CH2:53][CH2:54][NH:55][C:56](=[O:57])[O:58][C:59]([CH3:60])([CH3:61])[CH3:62]. The catalyst class is: 29. (4) Reactant: C(=O)([O-])[O-].[Cs+].[Cs+].Cl[C:8]1[N:13]=[C:12]([CH3:14])[CH:11]=[C:10]([N:15]2[CH2:19][CH2:18][CH2:17][CH2:16]2)[N:9]=1.[CH:20]([C:22]1[CH:31]=[CH:30][C:29]2[C:24](=[CH:25][CH:26]=[CH:27][CH:28]=2)[N:23]=1)=[CH2:21].C(P(C(C)(C)C)C(C)(C)C)(C)(C)C. Product: [CH3:14][C:12]1[CH:11]=[C:10]([N:15]2[CH2:19][CH2:18][CH2:17][CH2:16]2)[N:9]=[C:8]([CH:21]=[CH:20][C:22]2[CH:31]=[CH:30][C:29]3[C:24](=[CH:25][CH:26]=[CH:27][CH:28]=3)[N:23]=2)[N:13]=1. The catalyst class is: 85. (5) Reactant: C(C([NH:13][C@H:14]([C:18]([NH:20][CH:21]([CH:30]([OH:43])[CH2:31][O:32][C:33]1[C:38]([F:39])=[C:37]([F:40])[CH:36]=[C:35]([F:41])[C:34]=1[F:42])[CH2:22][C:23]([O:25][C:26]([CH3:29])([CH3:28])[CH3:27])=[O:24])=[O:19])[CH:15]([CH3:17])[CH3:16])=O)(OCC1C=CC=CC=1)=O. Product: [NH2:13][C@H:14]([C:18]([NH:20][CH:21]([CH:30]([OH:43])[CH2:31][O:32][C:33]1[C:34]([F:42])=[C:35]([F:41])[CH:36]=[C:37]([F:40])[C:38]=1[F:39])[CH2:22][C:23]([O:25][C:26]([CH3:28])([CH3:29])[CH3:27])=[O:24])=[O:19])[CH:15]([CH3:17])[CH3:16]. The catalyst class is: 19.